From a dataset of Peptide-MHC class I binding affinity with 185,985 pairs from IEDB/IMGT. Regression. Given a peptide amino acid sequence and an MHC pseudo amino acid sequence, predict their binding affinity value. This is MHC class I binding data. (1) The peptide sequence is AELYRLELGDY. The MHC is Mamu-A11 with pseudo-sequence Mamu-A11. The binding affinity (normalized) is 0.365. (2) The peptide sequence is FPFKYAAAF. The MHC is HLA-B42:01 with pseudo-sequence HLA-B42:01. The binding affinity (normalized) is 0.709. (3) The peptide sequence is WSQNPTMLY. The MHC is HLA-B38:01 with pseudo-sequence HLA-B38:01. The binding affinity (normalized) is 0.0847.